This data is from Experimentally validated miRNA-target interactions with 360,000+ pairs, plus equal number of negative samples. The task is: Binary Classification. Given a miRNA mature sequence and a target amino acid sequence, predict their likelihood of interaction. (1) Result: 1 (interaction). The miRNA is hsa-miR-1283 with sequence UCUACAAAGGAAAGCGCUUUCU. The protein sequence of the target gene is MGCCSSASSAAQSSKREWKPLEDRSCTDIPWLLLFILFCIGMGFICGFSIATGAAARLVSGYDSYGNICGQKNTKLEAIPNSGMDHTQRKYVFFLDPCNLDLINRKIKSVALCVAACPRQELKTLSDVQKFAEINGSALCSYNLKPSEYTTSPKSSVLCPKLPVPASAPIPFFHRCAPVNISCYAKFAEALITFVSDNSVLHRLISGVMTSKEIILGLCLLSLVLSMILMVIIRYISRVLVWILTILVILGSLGGTGVLWWLYAKQRRSPKETVTPEQLQIAEDNLRALLIYAISATVFT.... (2) The miRNA is hsa-miR-6075 with sequence ACGGCCCAGGCGGCAUUGGUG. The protein sequence of the target gene is MATTKRVLYVGGLAEEVDDKVLHAAFIPFGDITDIQIPLDYETEKHRGFAFVEFELAEDAAAAIDNMNESELFGRTIRVNLAKPMRIKEGSSRPVWSDDDWLKKFSGKTLEENKEEEGSEPPKAETQEGEPIAKKARSNPQVYMDIKIGNKPAGRIQMLLRSDVVPMTAENFRCLCTHEKGFGFKGSSFHRIIPQFMCQGGDFTNHNGTGGKSIYGKKFDDENFILKHTGPGLLSMANSGPNTNGSQFFLTCDKTDWLDGKHVVFGEVTEGLDVLRQIEAQGSKDGKPKQKVIIADCGEY.... Result: 0 (no interaction). (3) The miRNA is mmu-miR-6418-3p with sequence ACUGCAACCUCCUUUCUCCAGG. The protein sequence of the target gene is MAEPRRVAFISLSPVRRREADFAGAEREPPRLEPQPYREPARAEPAPRADAQPPARDKPLPQREVSRAEPPMALQREPPRPEPPPPPLPLQTPPPRESASRAEPPPRPPKETVRLELVLKDPTDESCVEFSYPELLLCGEQRKKLVHTEDPFTDEHKERQEVEMLAKKFEMKYGGKARKHRKDRLQDLIDIGFGYDETDPFIDNSEAYDELVPASLTTKYGGFYINTGTLQFRQASDTEEDDFTDNQKHKPPKVPKIKEDDIEVKKRKRKEEGEKEKKPRKKVPKQLGVVALNSHKSEKK.... Result: 0 (no interaction). (4) The miRNA is hsa-miR-18b-5p with sequence UAAGGUGCAUCUAGUGCAGUUAG. The protein sequence of the target gene is MREPALAASAMAYHPFHAPRPADFPMSAFLAAAQPSFFPALALPPGALAKPLPDPGLAGAAAAAAAAAAAAEAGLHVSALGPHPPAAHLRSLKSLEPEDEVEDDPKVTLEAKELWDQFHKLGTEMVITKSGRRMFPPFKVRVSGLDKKAKYILLMDIVAADDCRYKFHNSRWMVAGKADPEMPKRMYIHPDSPATGEQWMAKPVAFHKLKLTNNISDKHGFTILNSMHKYQPRFHIVRANDILKLPYSTFRTYVFPETDFIAVTAYQNDKITQLKIDNNPFAKGFRDTGNGRREKRKQLT.... Result: 0 (no interaction). (5) The miRNA is hsa-miR-631 with sequence AGACCUGGCCCAGACCUCAGC. The protein sequence of the target gene is MAALTIATGTGNWFSALALGVTLLKCLLIPTYHSTDFEVHRNWLAITHSLPISQWYYEATSEWTLDYPPFFAWFEYILSHVAKYFDQEMLNVHNLNYSSSRTLLFQRFSVIFMDVLFVYAVRECCKCIDGKKVGKELTEKPKFILSVLLLWNFGLLIVDHIHFQYNGFLFGLMLLSIARLFQKRHMEGAFLFAVLLHFKHIYLYVAPAYGVYLLRSYCFTANKPDGSIRWKSFSFVRVISLGLVVFLVSALSLGPFLALNQLPQVFSRLFPFKRGLCHAYWAPNFWALYNALDKVLSVIG.... Result: 0 (no interaction).